From a dataset of Peptide-MHC class II binding affinity with 134,281 pairs from IEDB. Regression. Given a peptide amino acid sequence and an MHC pseudo amino acid sequence, predict their binding affinity value. This is MHC class II binding data. (1) The peptide sequence is GNCTTNILEAKYWCP. The MHC is HLA-DQA10501-DQB10302 with pseudo-sequence HLA-DQA10501-DQB10302. The binding affinity (normalized) is 0.162. (2) The peptide sequence is GEHQIVDKIDAAFKI. The MHC is DRB4_0101 with pseudo-sequence DRB4_0103. The binding affinity (normalized) is 0.482. (3) The peptide sequence is YKRTDIVEVDRDTAR. The MHC is DRB3_0202 with pseudo-sequence DRB3_0202. The binding affinity (normalized) is 0. (4) The peptide sequence is SLRKLSSVCLALTNS. The MHC is H-2-IAb with pseudo-sequence H-2-IAb. The binding affinity (normalized) is 0.137.